Regression. Given two drug SMILES strings and cell line genomic features, predict the synergy score measuring deviation from expected non-interaction effect. From a dataset of NCI-60 drug combinations with 297,098 pairs across 59 cell lines. Drug 1: C(=O)(N)NO. Drug 2: CC1CCCC2(C(O2)CC(NC(=O)CC(C(C(=O)C(C1O)C)(C)C)O)C(=CC3=CSC(=N3)C)C)C. Cell line: TK-10. Synergy scores: CSS=37.9, Synergy_ZIP=3.87, Synergy_Bliss=2.38, Synergy_Loewe=-19.0, Synergy_HSA=3.54.